This data is from Forward reaction prediction with 1.9M reactions from USPTO patents (1976-2016). The task is: Predict the product of the given reaction. (1) Given the reactants [CH3:1][S:2][C:3]1[CH:10]=[CH:9][C:6]([C:7]#[N:8])=[CH:5][CH:4]=1.[CH2:11]([C:13]1[CH:19]=[CH:18][C:16]([NH2:17])=[CH:15][CH:14]=1)[CH3:12], predict the reaction product. The product is: [CH2:11]([C:13]1[CH:19]=[CH:18][C:16]([NH:17][C:7]([C:6]2[CH:9]=[CH:10][C:3]([S:2][CH3:1])=[CH:4][CH:5]=2)=[NH:8])=[CH:15][CH:14]=1)[CH3:12]. (2) The product is: [N:1]1([S:11]([C:14]2[CH:15]=[C:16]([CH:20]=[CH:21][CH:22]=2)[C:17]([NH:34][C:31]2[S:32][CH:33]=[C:29]([C:24]3[CH:25]=[CH:26][CH:27]=[CH:28][N:23]=3)[N:30]=2)=[O:18])(=[O:12])=[O:13])[C:10]2[C:5](=[CH:6][CH:7]=[CH:8][CH:9]=2)[CH2:4][CH2:3][CH2:2]1. Given the reactants [N:1]1([S:11]([C:14]2[CH:15]=[C:16]([CH:20]=[CH:21][CH:22]=2)[C:17](O)=[O:18])(=[O:13])=[O:12])[C:10]2[C:5](=[CH:6][CH:7]=[CH:8][CH:9]=2)[CH2:4][CH2:3][CH2:2]1.[N:23]1[CH:28]=[CH:27][CH:26]=[CH:25][C:24]=1[C:29]1[N:30]=[C:31]([NH2:34])[S:32][CH:33]=1, predict the reaction product. (3) Given the reactants Br[C:2]1[CH:7]=[CH:6][C:5]([S:8]([NH:11][CH3:12])(=[O:10])=[O:9])=[CH:4][CH:3]=1.[Li]C.[Li]CCCC.CN(CCN(C)C)C.[C:28]([O:32][C:33]([N:35]1[CH2:40][CH2:39][CH:38]([CH:41]=[O:42])[CH2:37][CH2:36]1)=[O:34])([CH3:31])([CH3:30])[CH3:29], predict the reaction product. The product is: [C:28]([O:32][C:33]([N:35]1[CH2:40][CH2:39][CH:38]([CH:41]([OH:42])[C:2]2[CH:7]=[CH:6][C:5]([S:8](=[O:10])(=[O:9])[NH:11][CH3:12])=[CH:4][CH:3]=2)[CH2:37][CH2:36]1)=[O:34])([CH3:31])([CH3:30])[CH3:29].